This data is from Reaction yield outcomes from USPTO patents with 853,638 reactions. The task is: Predict the reaction yield, written as a fraction of the theoretical maximum amount of product (1.0 means a 100% yield; for example, 0.34 means a 34% yield). (1) The reactants are [Cl:1][C:2]1[CH:11]=[C:6]([C:7]([NH:9][NH2:10])=[O:8])[C:5]([OH:12])=[CH:4][CH:3]=1.[F:13][C:14]([F:28])([F:27])[C:15]1[CH:16]=[C:17]([CH:20]=[C:21]([C:23]([F:26])([F:25])[F:24])[CH:22]=1)[CH:18]=O.C(O)C. The catalyst is S(=O)(=O)(O)O.O. The product is [F:13][C:14]([F:27])([F:28])[C:15]1[CH:16]=[C:17]([CH:20]=[C:21]([C:23]([F:26])([F:24])[F:25])[CH:22]=1)[CH:18]=[N:10][NH:9][C:7](=[O:8])[C:6]1[C:5](=[CH:4][CH:3]=[C:2]([Cl:1])[CH:11]=1)[OH:12]. The yield is 0.768. (2) The reactants are [NH2:1][C:2]1[CH:7]=[CH:6][C:5]([C:8]([NH:10][S:11]([C:14]2[S:15][C:16]([Cl:19])=[CH:17][CH:18]=2)(=[O:13])=[O:12])=[O:9])=[CH:4][CH:3]=1.[N:20]([C:23]1[CH:32]=[CH:31][CH:30]=[CH:29][C:24]=1[C:25](OC)=[O:26])=[C:21]=[O:22].C1CCN2C(=NCCC2)CC1. The catalyst is C1COCC1. The product is [O:22]=[C:21]1[N:1]([C:2]2[CH:7]=[CH:6][C:5]([C:8]([NH:10][S:11]([C:14]3[S:15][C:16]([Cl:19])=[CH:17][CH:18]=3)(=[O:13])=[O:12])=[O:9])=[CH:4][CH:3]=2)[C:25](=[O:26])[C:24]2[C:23](=[CH:32][CH:31]=[CH:30][CH:29]=2)[NH:20]1. The yield is 0.340. (3) The reactants are [CH3:1][N:2]1[N:18]=[CH:17][C:16]2[NH:15][C:14](=[O:19])[C@H:13]([CH3:20])[CH:12]=[CH:11][CH2:10][C@H:9]([NH:21][C:22](=[O:28])[O:23][C:24]([CH3:27])([CH3:26])[CH3:25])[C:8]3[CH:29]=[C:4]([CH:5]=[CH:6][N:7]=3)[C:3]1=2. The catalyst is CCO.[Pd]. The product is [CH3:1][N:2]1[N:18]=[CH:17][C:16]2[NH:15][C:14](=[O:19])[C@H:13]([CH3:20])[CH2:12][CH2:11][CH2:10][C@H:9]([NH:21][C:22](=[O:28])[O:23][C:24]([CH3:26])([CH3:25])[CH3:27])[C:8]3[CH:29]=[C:4]([CH:5]=[CH:6][N:7]=3)[C:3]1=2. The yield is 0.760. (4) The reactants are [CH3:1][CH:2]([CH3:14])[CH:3](O)[CH2:4][CH2:5][NH:6][C:7]1[CH:12]=[CH:11][CH:10]=[CH:9][CH:8]=1.[OH-].[Na+]. The catalyst is OS(O)(=O)=O. The product is [CH3:1][C:2]1([CH3:14])[CH2:3][CH2:4][CH2:5][NH:6][C:7]2[CH:12]=[CH:11][CH:10]=[CH:9][C:8]1=2. The yield is 0.0800. (5) The reactants are [CH3:1][C@@:2]12[C@H:11]3[CH2:12][CH2:13][C@@:14]4([CH3:20])[C@H:18]([C@@H:10]3[CH2:9][CH:8]=[C:7]1[N:6]([C:21]([O:23][C:24]([CH3:27])([CH3:26])[CH3:25])=[O:22])[C:5](=[O:28])[CH2:4][CH2:3]2)[CH2:17][CH2:16][C:15]4=[O:19].[O:29](S(C(F)(F)F)(=O)=O)[S:30]([C:33]([F:36])([F:35])[F:34])(=O)=[O:31].C(N(CC)CC)C.O. The catalyst is C(Cl)Cl. The product is [CH3:1][C@@:2]12[C@H:11]3[CH2:12][CH2:13][C@@:14]4([CH3:20])[C@H:18]([C@@H:10]3[CH2:9][CH:8]=[C:7]1[N:6]([C:21]([O:23][C:24]([CH3:27])([CH3:26])[CH3:25])=[O:22])[C:5](=[O:28])[CH2:4][CH2:3]2)[CH2:17][CH:16]=[C:15]4[O:19][S:30]([C:33]([F:36])([F:35])[F:34])(=[O:31])=[O:29]. The yield is 0.500. (6) The reactants are [Br:1][C:2]1[CH:3]=[CH:4][C:5]2[O:14][CH2:13][CH2:12][N:11]3[C:7](=[N:8][C:9](I)=[CH:10]3)[C:6]=2[CH:16]=1.[N:17]1[CH:22]=[CH:21][CH:20]=[C:19](B(O)O)[CH:18]=1.[F-].[K+]. The catalyst is CC#N. The product is [Br:1][C:2]1[CH:3]=[CH:4][C:5]2[O:14][CH2:13][CH2:12][N:11]3[C:7](=[N:8][C:9]([C:19]4[CH:18]=[N:17][CH:22]=[CH:21][CH:20]=4)=[CH:10]3)[C:6]=2[CH:16]=1. The yield is 0.180. (7) The product is [N:1]1[C:10]2[CH:9]([N:11]([CH2:28][C:29]3[NH:30][C:31]4[CH:37]=[CH:36][C:35]([C:38]([F:41])([F:39])[F:40])=[CH:34][C:32]=4[N:33]=3)[CH2:12][CH2:13][CH2:14][CH2:15][N:16]3[C:24](=[O:25])[C:23]4[C:18](=[CH:19][CH:20]=[CH:21][CH:22]=4)[C:17]3=[O:26])[CH2:8][CH2:7][CH2:6][C:5]=2[CH:4]=[CH:3][CH:2]=1. The reactants are [N:1]1[C:10]2[CH:9]([NH:11][CH2:12][CH2:13][CH2:14][CH2:15][N:16]3[C:24](=[O:25])[C:23]4[C:18](=[CH:19][CH:20]=[CH:21][CH:22]=4)[C:17]3=[O:26])[CH2:8][CH2:7][CH2:6][C:5]=2[CH:4]=[CH:3][CH:2]=1.Cl[CH2:28][C:29]1[NH:33][C:32]2[CH:34]=[C:35]([C:38]([F:41])([F:40])[F:39])[CH:36]=[CH:37][C:31]=2[N:30]=1.C(N(CC)C(C)C)(C)C.[I-].[K+]. The yield is 0.760. The catalyst is C(#N)C.